Dataset: Reaction yield outcomes from USPTO patents with 853,638 reactions. Task: Predict the reaction yield, written as a fraction of the theoretical maximum amount of product (1.0 means a 100% yield; for example, 0.34 means a 34% yield). (1) The yield is 0.810. The reactants are [C:1]([O:5][C:6]([N:8]1[CH2:13][CH2:12][C:11]([CH2:17][CH:18]2[CH2:20][CH2:19]2)([C:14]([OH:16])=O)[CH2:10][CH2:9]1)=[O:7])([CH3:4])([CH3:3])[CH3:2].[F:21][C:22]([F:36])([F:35])[C:23]1[CH:24]=[C:25]([CH2:33][NH2:34])[CH:26]=[C:27]([C:29]([F:32])([F:31])[F:30])[CH:28]=1.C1C=C2N=NN(O)C2=CC=1.O.CCN(C(C)C)C(C)C.CCN=C=NCCCN(C)C. The product is [F:21][C:22]([F:35])([F:36])[C:23]1[CH:24]=[C:25]([CH:26]=[C:27]([C:29]([F:32])([F:30])[F:31])[CH:28]=1)[CH2:33][NH:34][C:14]([C:11]1([CH2:17][CH:18]2[CH2:19][CH2:20]2)[CH2:12][CH2:13][N:8]([C:6]([O:5][C:1]([CH3:2])([CH3:3])[CH3:4])=[O:7])[CH2:9][CH2:10]1)=[O:16]. The catalyst is C(Cl)Cl. (2) The reactants are [NH2:1][CH2:2]C1C=NC=CC=1.C[C:10]1([CH2:15]N)[CH2:14][S:13][CH:12]=[N:11]1.[F:17][C:18]1([F:37])[CH2:20][CH:19]1[CH2:21][N:22]1[CH2:26][CH2:25][N:24]([C:27]2[S:28][C:29]([C:33]([OH:35])=O)=[C:30]([CH3:32])[N:31]=2)[C:23]1=[O:36]. No catalyst specified. The product is [F:37][C:18]1([F:17])[CH2:20][CH:19]1[CH2:21][N:22]1[CH2:26][CH2:25][N:24]([C:27]2[S:28][C:29]([C:33]([NH:1][CH2:2][C:12]3[S:13][CH:14]=[C:10]([CH3:15])[N:11]=3)=[O:35])=[C:30]([CH3:32])[N:31]=2)[C:23]1=[O:36]. The yield is 0.770. (3) The reactants are [Cl:1][C:2]1[C:3]([O:25][CH3:26])=[CH:4][C:5]([O:23][CH3:24])=[C:6]([CH2:8][CH2:9][C:10]2([CH:18]3[CH2:22][CH2:21][CH2:20][CH2:19]3)[O:15][C:14](=[O:16])[CH2:13][C:12](=[O:17])[CH2:11]2)[CH:7]=1.O.Cl.Cl.[CH3:30][N:31]1[C:35]([CH:36]=O)=[N:34][C:33]([C:38]2[CH:43]=[N:42][CH:41]=[CH:40][N:39]=2)=[N:32]1.C(N(CC)CC)C.Cl. The catalyst is C(O)(C)C.O. The product is [Cl:1][C:2]1[C:3]([O:25][CH3:26])=[CH:4][C:5]([O:23][CH3:24])=[C:6]([CH2:8][CH2:9][C:10]2([CH:18]3[CH2:22][CH2:21][CH2:20][CH2:19]3)[O:15][C:14](=[O:16])[C:13]([CH2:36][C:35]3[N:31]([CH3:30])[N:32]=[C:33]([C:38]4[CH:43]=[N:42][CH:41]=[CH:40][N:39]=4)[N:34]=3)=[C:12]([OH:17])[CH2:11]2)[CH:7]=1. The yield is 0.240. (4) The reactants are [C:1]([C:3]1([C:16]([O:18][CH2:19][CH3:20])=[O:17])[CH2:8][CH2:7][N:6]([C:9]([O:11][C:12]([CH3:15])([CH3:14])[CH3:13])=[O:10])[CH2:5][CH2:4]1)#[N:2]. The catalyst is C(O)(=O)C.[Pt](=O)=O. The product is [NH2:2][CH2:1][C:3]1([C:16]([O:18][CH2:19][CH3:20])=[O:17])[CH2:4][CH2:5][N:6]([C:9]([O:11][C:12]([CH3:14])([CH3:15])[CH3:13])=[O:10])[CH2:7][CH2:8]1. The yield is 0.830. (5) The reactants are C([C@]1(C(N2CCN([C:25]3[CH:30]=[C:29]([C:31]([F:34])([F:33])[F:32])[N:28]=[CH:27][N:26]=3)CC2)=O)CC[C@@H](NC(=O)OC(C)(C)C)C1)(C)C.O1CCOCC1.[ClH:41]. The catalyst is C(Cl)Cl. The product is [Cl:41][C:25]1[CH:30]=[C:29]([C:31]([F:34])([F:33])[F:32])[N:28]=[CH:27][N:26]=1. The yield is 0.990. (6) The reactants are N(C(OCC)=O)=NC(OCC)=O.C1(P(C2C=CC=CC=2)C2C=CC=CC=2)C=CC=CC=1.[OH:32][CH2:33][CH2:34][NH:35][C:36](=[O:42])[O:37][C:38]([CH3:41])([CH3:40])[CH3:39].[C:43]([C:46]1[CH:53]=[C:52]([Cl:54])[C:49]([C:50]#[N:51])=[C:48]([I:55])[C:47]=1O)(=[O:45])[CH3:44]. The catalyst is O1CCCC1.C(OCC)(=O)C. The product is [C:43]([C:46]1[C:47]([O:32][CH2:33][CH2:34][NH:35][C:36](=[O:42])[O:37][C:38]([CH3:39])([CH3:41])[CH3:40])=[C:48]([I:55])[C:49]([C:50]#[N:51])=[C:52]([Cl:54])[CH:53]=1)(=[O:45])[CH3:44]. The yield is 0.710. (7) The reactants are N1(C(N2C=CN=C2)=O)C=CN=C1.NC1C2C(=NC=C(Br)C=2N2CCC[C@@H](NC(=O)OC(C)(C)C)C2)NC=1.N1CCC1.[Br:42][C:43]1[C:44]([N:60]2[CH2:65][CH2:64][CH2:63][C@@H:62]([NH:66][C:67](=[O:73])[O:68][C:69]([CH3:72])([CH3:71])[CH3:70])[CH2:61]2)=[C:45]2[C:51]([NH:52][C:53]([N:55]3[CH:59]=[CH:58]N=[CH:56]3)=[O:54])=[CH:50][NH:49][C:46]2=[N:47][CH:48]=1. The catalyst is C1COCC1. The product is [N:55]1([C:53]([NH:52][C:51]2[C:45]3[C:46](=[N:47][CH:48]=[C:43]([Br:42])[C:44]=3[N:60]3[CH2:65][CH2:64][CH2:63][C@@H:62]([NH:66][C:67](=[O:73])[O:68][C:69]([CH3:71])([CH3:70])[CH3:72])[CH2:61]3)[NH:49][CH:50]=2)=[O:54])[CH2:59][CH2:58][CH2:56]1. The yield is 0.460.